This data is from NCI-60 drug combinations with 297,098 pairs across 59 cell lines. The task is: Regression. Given two drug SMILES strings and cell line genomic features, predict the synergy score measuring deviation from expected non-interaction effect. Drug 1: CC1=C(C=C(C=C1)C(=O)NC2=CC(=CC(=C2)C(F)(F)F)N3C=C(N=C3)C)NC4=NC=CC(=N4)C5=CN=CC=C5. Drug 2: CC1=C(C(=CC=C1)Cl)NC(=O)C2=CN=C(S2)NC3=CC(=NC(=N3)C)N4CCN(CC4)CCO. Cell line: SF-268. Synergy scores: CSS=-6.23, Synergy_ZIP=4.03, Synergy_Bliss=2.52, Synergy_Loewe=-7.35, Synergy_HSA=-4.95.